From a dataset of Catalyst prediction with 721,799 reactions and 888 catalyst types from USPTO. Predict which catalyst facilitates the given reaction. (1) Reactant: [F:1][C:2]1[C:31]([F:32])=[CH:30][CH:29]=[CH:28][C:3]=1[O:4][C:5]1[CH:10]=[CH:9][C:8]([C:11]2[C:19]3[C:14](=[N:15][CH:16]=[N:17][C:18]=3[NH2:20])[N:13]([C@@H:21]3[CH2:26][CH2:25][CH2:24][NH:23][CH2:22]3)[N:12]=2)=[C:7]([F:27])[CH:6]=1.[C:33]([C:35](=[CH:39][CH:40]([CH3:42])[CH3:41])[C:36](O)=[O:37])#[N:34].CCN(C(C)C)C(C)C.CN(C(ON1N=NC2C=CC=NC1=2)=[N+](C)C)C.F[P-](F)(F)(F)(F)F. Product: [NH2:20][C:18]1[N:17]=[CH:16][N:15]=[C:14]2[N:13]([C@@H:21]3[CH2:26][CH2:25][CH2:24][N:23]([C:36]([C:35](=[CH:39][CH:40]([CH3:42])[CH3:41])[C:33]#[N:34])=[O:37])[CH2:22]3)[N:12]=[C:11]([C:8]3[CH:9]=[CH:10][C:5]([O:4][C:3]4[CH:28]=[CH:29][CH:30]=[C:31]([F:32])[C:2]=4[F:1])=[CH:6][C:7]=3[F:27])[C:19]=12. The catalyst class is: 2. (2) Reactant: CS(O[CH2:6][C:7]1[CH:12]=[CH:11][C:10]([C:13]2[CH2:14][C:15]([C:22]3[CH:27]=[C:26]([Cl:28])[CH:25]=[C:24]([Cl:29])[CH:23]=3)([C:18]([F:21])([F:20])[F:19])[CH2:16][N:17]=2)=[CH:9][C:8]=1[Br:30])(=O)=O.[NH3:31].CO.COC(C)(C)C. Product: [Br:30][C:8]1[CH:9]=[C:10]([C:13]2[CH2:14][C:15]([C:22]3[CH:23]=[C:24]([Cl:29])[CH:25]=[C:26]([Cl:28])[CH:27]=3)([C:18]([F:20])([F:19])[F:21])[CH2:16][N:17]=2)[CH:11]=[CH:12][C:7]=1[CH2:6][NH2:31]. The catalyst class is: 1. (3) Reactant: [CH3:1][C:2]1[CH:3]=[CH:4][C:5]([NH:21][C:22]([C:24]2[CH:25]=[CH:26][C:27]([CH2:30][N:31]3[CH2:36][CH2:35][N:34]([CH3:37])[CH2:33][CH2:32]3)=[CH:28][CH:29]=2)=[O:23])=[CH:6][C:7]=1[NH:8][C:9]1[N:10]=[CH:11][CH:12]=[C:13]([C:15]2[CH:16]=[CH:17][CH:18]=[N:19][CH:20]=2)[N:14]=1.[CH3:38][S:39]([OH:42])(=[O:41])=[O:40]. The catalyst class is: 80. Product: [CH3:1][C:2]1[CH:3]=[CH:4][C:5]([NH:21][C:22]([C:24]2[CH:29]=[CH:28][C:27]([CH2:30][N:31]3[CH2:32][CH2:33][N:34]([CH3:37])[CH2:35][CH2:36]3)=[CH:26][CH:25]=2)=[O:23])=[CH:6][C:7]=1[NH:8][C:9]1[N:10]=[CH:11][CH:12]=[C:13]([C:15]2[CH:16]=[CH:17][CH:18]=[N:19][CH:20]=2)[N:14]=1.[CH3:38][S:39]([OH:42])(=[O:41])=[O:40]. (4) Reactant: [OH-].[Na+].[ClH:3].[CH3:4][N:5]1[C:9]2[CH:10]=[C:11]([O:14][C:15]3[CH:20]=[CH:19][CH:18]=[CH:17][CH:16]=3)[CH:12]=[CH:13][C:8]=2[N:7]=[C:6]1[CH2:21][O:22][C:23]1[CH:24]=[C:25]([CH:30]=[CH:31][CH:32]=1)[C:26]([O:28]C)=[O:27].Cl. Product: [ClH:3].[CH3:4][N:5]1[C:9]2[CH:10]=[C:11]([O:14][C:15]3[CH:16]=[CH:17][CH:18]=[CH:19][CH:20]=3)[CH:12]=[CH:13][C:8]=2[N:7]=[C:6]1[CH2:21][O:22][C:23]1[CH:24]=[C:25]([CH:30]=[CH:31][CH:32]=1)[C:26]([OH:28])=[O:27]. The catalyst class is: 12. (5) Reactant: C([O:4][CH2:5][C:6]([N:8]1[CH2:13][CH2:12][CH:11]([N:14]2[CH2:19][CH2:18][CH:17]([C:20]3[O:24][N:23]=[C:22]([N:25]4[C:33]5[C:28](=[CH:29][CH:30]=[C:31]([O:35]C)[C:32]=5[F:34])[C:27]([CH:37]([CH3:39])[CH3:38])=[N:26]4)[N:21]=3)[CH2:16][CH2:15]2)[CH2:10][CH2:9]1)=[O:7])(=O)C.B(Br)(Br)Br.C(=O)(O)[O-].[Na+]. Product: [F:34][C:32]1[C:31]([OH:35])=[CH:30][CH:29]=[C:28]2[C:33]=1[N:25]([C:22]1[N:21]=[C:20]([CH:17]3[CH2:18][CH2:19][N:14]([CH:11]4[CH2:10][CH2:9][N:8]([C:6](=[O:7])[CH2:5][OH:4])[CH2:13][CH2:12]4)[CH2:15][CH2:16]3)[O:24][N:23]=1)[N:26]=[C:27]2[CH:37]([CH3:38])[CH3:39]. The catalyst class is: 4. (6) Reactant: C[O:2][C:3](=[O:29])[C:4]([OH:28])([C:9](=[O:27])[NH:10][C@@H:11]1[C:17](=[O:18])[NH:16][C:15]2[CH:19]=[CH:20][CH:21]=[CH:22][C:14]=2[C:13]2[CH:23]=[CH:24][CH:25]=[CH:26][C:12]1=2)[CH2:5][CH:6]([CH3:8])[CH3:7].O.[OH-].[Li+]. Product: [OH:28][C:4]([C:9](=[O:27])[NH:10][C@@H:11]1[C:17](=[O:18])[NH:16][C:15]2[CH:19]=[CH:20][CH:21]=[CH:22][C:14]=2[C:13]2[CH:23]=[CH:24][CH:25]=[CH:26][C:12]1=2)([CH2:5][CH:6]([CH3:8])[CH3:7])[C:3]([OH:29])=[O:2]. The catalyst class is: 30.